Dataset: Catalyst prediction with 721,799 reactions and 888 catalyst types from USPTO. Task: Predict which catalyst facilitates the given reaction. Reactant: [C:1]([O:4][C@H:5]1[C:14]2[C:9](=[N:10][C:11]([C:21]3[CH:26]=[CH:25][CH:24]=[CH:23][CH:22]=3)=[C:12]([C:15]3[CH:20]=[CH:19][CH:18]=[CH:17][CH:16]=3)[N:13]=2)[N:8](C(OC(C)(C)C)=O)[CH2:7][CH2:6]1)(=[O:3])[CH3:2].O1CCOCC1. Product: [C:1]([O:4][C@H:5]1[C:14]2[C:9](=[N:10][C:11]([C:21]3[CH:26]=[CH:25][CH:24]=[CH:23][CH:22]=3)=[C:12]([C:15]3[CH:20]=[CH:19][CH:18]=[CH:17][CH:16]=3)[N:13]=2)[NH:8][CH2:7][CH2:6]1)(=[O:3])[CH3:2]. The catalyst class is: 33.